Task: Predict the reactants needed to synthesize the given product.. Dataset: Full USPTO retrosynthesis dataset with 1.9M reactions from patents (1976-2016) (1) Given the product [CH2:23]([O:22][C:21]([NH:20][C:16]1[C:15]([CH3:31])=[C:14]([CH:3]2[C:4]3[C:12]4[C:7](=[CH:8][C:9]([Br:13])=[CH:10][CH:11]=4)[NH:6][C:5]=3[CH:34]([C:35]([O:37][CH2:38][CH3:39])=[O:36])[NH:1][CH:2]2[CH3:32])[CH:19]=[CH:18][CH:17]=1)=[O:30])[C:24]1[CH:25]=[CH:26][CH:27]=[CH:28][CH:29]=1, predict the reactants needed to synthesize it. The reactants are: [NH2:1][CH:2]([CH3:32])[CH:3]([C:14]1[C:15]([CH3:31])=[C:16]([NH:20][C:21](=[O:30])[O:22][CH2:23][C:24]2[CH:29]=[CH:28][CH:27]=[CH:26][CH:25]=2)[CH:17]=[CH:18][CH:19]=1)[C:4]1[C:12]2[C:7](=[CH:8][C:9]([Br:13])=[CH:10][CH:11]=2)[NH:6][CH:5]=1.O=[CH:34][C:35]([O:37][CH2:38][CH3:39])=[O:36].C1(C)C=CC=CC=1.Cl. (2) Given the product [CH3:25][C:20]1([CH3:26])[C:21]([CH3:24])([CH3:23])[O:22][B:18]([C:2]2[CH:3]=[C:4]3[C:8](=[CH:9][CH:10]=2)[CH2:7][N:6]([C:11]([O:13][C:14]([CH3:17])([CH3:16])[CH3:15])=[O:12])[CH2:5]3)[O:19]1, predict the reactants needed to synthesize it. The reactants are: Br[C:2]1[CH:3]=[C:4]2[C:8](=[CH:9][CH:10]=1)[CH2:7][N:6]([C:11]([O:13][C:14]([CH3:17])([CH3:16])[CH3:15])=[O:12])[CH2:5]2.[B:18]1([B:18]2[O:22][C:21]([CH3:24])([CH3:23])[C:20]([CH3:26])([CH3:25])[O:19]2)[O:22][C:21]([CH3:24])([CH3:23])[C:20]([CH3:26])([CH3:25])[O:19]1.C([O-])(=O)C.[K+]. (3) Given the product [CH2:16]([O:15][C:14]1[C:10]([OH:9])=[C:11]([C:36]([O:38][CH2:39][CH3:40])=[O:37])[N:12]([C:28]2[CH:29]=[CH:30][C:31]([O:34][CH3:35])=[CH:32][CH:33]=2)[C:13]=1[C:23](=[O:27])[N:24]([CH3:26])[CH3:25])[C:17]1[CH:22]=[CH:21][CH:20]=[CH:19][CH:18]=1, predict the reactants needed to synthesize it. The reactants are: Br.C([O:9][C:10]1[C:14]([O:15][CH2:16][C:17]2[CH:22]=[CH:21][CH:20]=[CH:19][CH:18]=2)=[C:13]([C:23](=[O:27])[N:24]([CH3:26])[CH3:25])[N:12]([C:28]2[CH:33]=[CH:32][C:31]([O:34][CH3:35])=[CH:30][CH:29]=2)[C:11]=1[C:36]([O:38][CH2:39][CH3:40])=[O:37])C1C=CC=CC=1. (4) Given the product [CH3:12][CH:13]1[CH:18]2[CH2:19][CH2:20][C:21]3[C:22]([C:26]4[CH:27]=[CH:28][CH:29]=[CH:30][CH:31]=4)=[N:23][NH:24][C:25]=3[C:17]2([C:32]2[CH:37]=[CH:36][CH:35]=[CH:34][CH:33]=2)[CH:16]=[C:15]([C:38]#[N:39])[C:14]1=[O:40], predict the reactants needed to synthesize it. The reactants are: BrN1C(C)(C)C(=O)N(Br)C1=O.[CH3:12][CH:13]1[CH:18]2[CH2:19][CH2:20][C:21]3[C:25]([C:17]2([C:32]2[CH:37]=[CH:36][CH:35]=[CH:34][CH:33]=2)[CH2:16][CH:15]([C:38]#[N:39])[C:14]1=[O:40])=[N:24][NH:23][C:22]=3[C:26]1[CH:31]=[CH:30][CH:29]=[CH:28][CH:27]=1.N1C=CC=CC=1. (5) The reactants are: [CH3:1][C:2]([C:4]1[CH:9]=[CH:8][C:7](Cl)=[C:6]([N+:11]([O-:13])=[O:12])[CH:5]=1)=[O:3].[C:14]([NH:21][CH:22]1[CH2:27][CH2:26][NH:25][CH2:24][CH2:23]1)([O:16][C:17]([CH3:20])([CH3:19])[CH3:18])=[O:15]. Given the product [C:2]([C:4]1[CH:9]=[CH:8][C:7]([N:25]2[CH2:24][CH2:23][CH:22]([NH:21][C:14](=[O:15])[O:16][C:17]([CH3:19])([CH3:18])[CH3:20])[CH2:27][CH2:26]2)=[C:6]([N+:11]([O-:13])=[O:12])[CH:5]=1)(=[O:3])[CH3:1], predict the reactants needed to synthesize it. (6) Given the product [C:34]([C:30]1[CH:29]=[C:28]([CH:33]=[CH:32][CH:31]=1)[CH2:27][N:25]1[CH:26]=[C:22]([NH:21][C:19]([C:5]2[C:4]3[C:8](=[CH:9][CH:10]=[C:2](/[CH:37]=[CH:36]/[O:38][CH2:39][CH3:40])[CH:3]=3)[N:7]([CH2:11][O:12][CH2:13][CH2:14][Si:15]([CH3:17])([CH3:18])[CH3:16])[N:6]=2)=[O:20])[CH:23]=[N:24]1)#[N:35], predict the reactants needed to synthesize it. The reactants are: Br[C:2]1[CH:3]=[C:4]2[C:8](=[CH:9][CH:10]=1)[N:7]([CH2:11][O:12][CH2:13][CH2:14][Si:15]([CH3:18])([CH3:17])[CH3:16])[N:6]=[C:5]2[C:19]([NH:21][C:22]1[CH:23]=[N:24][N:25]([CH2:27][C:28]2[CH:33]=[CH:32][CH:31]=[C:30]([C:34]#[N:35])[CH:29]=2)[CH:26]=1)=[O:20].[CH2:36]([O:38]/[CH:39]=[CH:40]/B1OC(C)(C)C(C)(C)O1)[CH3:37].C([O-])([O-])=O.[K+].[K+].